This data is from Reaction yield outcomes from USPTO patents with 853,638 reactions. The task is: Predict the reaction yield, written as a fraction of the theoretical maximum amount of product (1.0 means a 100% yield; for example, 0.34 means a 34% yield). (1) The reactants are [Cl:1][C:2]1[N:7]=[C:6]([CH2:8][C:9]([C:11]2[C:12]([F:24])=[C:13]([NH:17][C:18](=[O:23])[O:19][CH2:20][CH:21]=[CH2:22])[CH:14]=[CH:15][CH:16]=2)=[O:10])[CH:5]=[CH:4][N:3]=1.C1C(=O)N([Br:32])C(=O)C1.O. The catalyst is CC(N(C)C)=O. The product is [Br:32][CH:8]([C:6]1[CH:5]=[CH:4][N:3]=[C:2]([Cl:1])[N:7]=1)[C:9]([C:11]1[C:12]([F:24])=[C:13]([NH:17][C:18](=[O:23])[O:19][CH2:20][CH:21]=[CH2:22])[CH:14]=[CH:15][CH:16]=1)=[O:10]. The yield is 0.990. (2) The reactants are [F:1][C:2]1[C:3]([CH2:9]O)=[N:4][CH:5]=[C:6]([F:8])[CH:7]=1.S(Cl)([Cl:13])=O. The catalyst is ClCCl.CN(C)C=O. The product is [ClH:13].[Cl:13][CH2:9][C:3]1[C:2]([F:1])=[CH:7][C:6]([F:8])=[CH:5][N:4]=1. The yield is 0.780. (3) The reactants are [CH3:1][C:2]1[CH:10]=[CH:9][CH:8]=[C:7]2[C:3]=1[CH2:4][C:5](=[O:11])[NH:6]2.[Cl:12]N1C(=O)CCC1=O.FC(F)(F)C(O)=O. The catalyst is C(#N)C. The product is [Cl:12][C:10]1[C:2]([CH3:1])=[C:3]2[C:7](=[CH:8][CH:9]=1)[NH:6][C:5](=[O:11])[CH2:4]2. The yield is 0.680. (4) The reactants are [Br:1][C:2]1[CH:3]=[C:4]([N:8]2[CH2:23][CH:11]3[CH2:12][N:13](C(OC(C)(C)C)=O)[CH2:14][CH2:15][N:10]3[C:9]2=[O:24])[CH:5]=[CH:6][CH:7]=1.C(OCC)(=O)C.[ClH:31]. No catalyst specified. The product is [ClH:31].[Br:1][C:2]1[CH:3]=[C:4]([N:8]2[CH2:23][CH:11]3[CH2:12][NH:13][CH2:14][CH2:15][N:10]3[C:9]2=[O:24])[CH:5]=[CH:6][CH:7]=1. The yield is 0.876. (5) The reactants are [CH:1]#[C:2][CH2:3][CH2:4][CH2:5][CH2:6][CH2:7][CH2:8][CH2:9][CH2:10][CH2:11][CH3:12].[CH:13]([Mg]Cl)([CH3:15])[CH3:14].[S:18]1[CH:22]=[CH:21][C:20]2[C:23](=O)[C:24]3[S:25][CH:26]=[CH:27][C:28]=3[C:29](=O)[C:19]1=2.Cl[Sn]Cl. The catalyst is C1COCC1.Cl.[Cl-].[Na+].O. The product is [C:1]([C:23]1[C:24]2[S:25][CH:26]=[CH:27][C:28]=2[C:29]([C:14]#[C:13][CH2:15][CH2:1][CH2:2][CH2:3][CH2:4][CH2:5][CH2:6][CH2:7][CH2:8][CH3:9])=[C:19]2[S:18][CH:22]=[CH:21][C:20]=12)#[C:2][CH2:3][CH2:4][CH2:5][CH2:6][CH2:7][CH2:8][CH2:9][CH2:10][CH2:11][CH3:12]. The yield is 0.570. (6) The reactants are [CH3:1][C:2]1[CH:3]=[C:4]([N+:11]([O-])=O)[CH:5]=[C:6]2[C:10]=1[NH:9][CH:8]=[CH:7]2. The catalyst is CO.[Pd]. The product is [CH3:1][C:2]1[CH:3]=[C:4]([NH2:11])[CH:5]=[C:6]2[C:10]=1[NH:9][CH:8]=[CH:7]2. The yield is 0.410. (7) The reactants are Br[C:2]1[CH:3]=[CH:4][C:5]([N:8]2[CH2:13][CH2:12][N:11]([CH3:14])[CH2:10][CH2:9]2)=[N:6][CH:7]=1.N1CCCCC1.[CH3:21][Si:22]([C:25]#[CH:26])([CH3:24])[CH3:23].CCN(CC)CC. The catalyst is CCOCC.Cl[Pd](Cl)([P](C1C=CC=CC=1)(C1C=CC=CC=1)C1C=CC=CC=1)[P](C1C=CC=CC=1)(C1C=CC=CC=1)C1C=CC=CC=1.[Cu]I. The product is [CH3:14][N:11]1[CH2:12][CH2:13][N:8]([C:5]2[CH:4]=[CH:3][C:2]([C:26]#[C:25][Si:22]([CH3:24])([CH3:23])[CH3:21])=[CH:7][N:6]=2)[CH2:9][CH2:10]1. The yield is 0.610. (8) The reactants are C([Li])CCC.[Br:6][C:7]1[CH:12]=[CH:11][CH:10]=[C:9](I)[CH:8]=1.[C:14]([N:21]1[CH2:26][CH2:25][CH2:24][C:23](=[O:27])[CH2:22]1)([O:16][C:17]([CH3:20])([CH3:19])[CH3:18])=[O:15]. The catalyst is C1COCC1. The product is [C:17]([O:16][C:14]([N:21]1[CH2:26][CH2:25][CH2:24][C:23]([C:9]2[CH:10]=[CH:11][CH:12]=[C:7]([Br:6])[CH:8]=2)([OH:27])[CH2:22]1)=[O:15])([CH3:20])([CH3:18])[CH3:19]. The yield is 0.330. (9) The reactants are [CH:1]1([NH:4][C:5]2[C:14]3[C:9](=[CH:10][C:11]([O:17][CH2:18][C:19]4[CH:20]=[C:21]([S:25]([CH2:33][CH3:34])(=[N:27]C(OCC)=O)=[O:26])[CH:22]=[CH:23][CH:24]=4)=[C:12]([O:15][CH3:16])[CH:13]=3)[N:8]=[CH:7][N:6]=2)[CH2:3][CH2:2]1.ClCCl.CO. The catalyst is CO. The product is [CH:1]1([NH:4][C:5]2[C:14]3[C:9](=[CH:10][C:11]([O:17][CH2:18][C:19]4[CH:20]=[C:21]([S:25]([CH2:33][CH3:34])(=[NH:27])=[O:26])[CH:22]=[CH:23][CH:24]=4)=[C:12]([O:15][CH3:16])[CH:13]=3)[N:8]=[CH:7][N:6]=2)[CH2:3][CH2:2]1. The yield is 0.920.